From a dataset of Catalyst prediction with 721,799 reactions and 888 catalyst types from USPTO. Predict which catalyst facilitates the given reaction. Reactant: [OH:1][C@@H:2]([C:16]1[CH:21]=[CH:20][CH:19]=[CH:18][CH:17]=1)[C@@H:3]1[CH2:8][CH2:7][CH2:6][N:5]([C:9]([O:11][C:12]([CH3:15])([CH3:14])[CH3:13])=[O:10])[CH2:4]1.[H-].[Na+].CS(O[CH2:29][CH2:30][CH2:31][O:32][CH2:33][CH3:34])(=O)=O.O. Product: [CH2:33]([O:32][CH2:31][CH2:30][CH2:29][O:1][C@@H:2]([C:16]1[CH:17]=[CH:18][CH:19]=[CH:20][CH:21]=1)[C@@H:3]1[CH2:8][CH2:7][CH2:6][N:5]([C:9]([O:11][C:12]([CH3:13])([CH3:14])[CH3:15])=[O:10])[CH2:4]1)[CH3:34]. The catalyst class is: 1.